This data is from Catalyst prediction with 721,799 reactions and 888 catalyst types from USPTO. The task is: Predict which catalyst facilitates the given reaction. (1) Product: [CH3:16][C:12]1[C:13](=[O:14])[NH:8][C:7](=[S:9])[NH:10][N:11]=1. The catalyst class is: 6. Reactant: C([O-])([O-])=O.[Na+].[Na+].[C:7]([NH:10][N:11]=[C:12]([CH3:16])[C:13](O)=[O:14])(=[S:9])[NH2:8].Cl. (2) Reactant: [CH3:1][O:2][C:3]([C:5]1[C@H:6]([C:18]2[CH:23]=[CH:22][C:21]([F:24])=[CH:20][C:19]=2[Cl:25])[N:7]=[C:8]([C:13]2[S:14][CH:15]=[CH:16][N:17]=2)[NH:9][C:10]=1[CH2:11]Br)=[O:4].[CH2:26]1[CH:35]2[N:30]([C:31](=[O:36])[O:32][CH2:33][CH2:34]2)[CH2:29][CH2:28][NH:27]1.CCN(C(C)C)C(C)C. Product: [Cl:25][C:19]1[CH:20]=[C:21]([F:24])[CH:22]=[CH:23][C:18]=1[C@H:6]1[C:5]([C:3]([O:2][CH3:1])=[O:4])=[C:10]([CH2:11][N:27]2[CH2:28][CH2:29][N:30]3[C:31](=[O:36])[O:32][CH2:33][CH2:34][CH:35]3[CH2:26]2)[NH:9][C:8]([C:13]2[S:14][CH:15]=[CH:16][N:17]=2)=[N:7]1. The catalyst class is: 839.